From a dataset of Reaction yield outcomes from USPTO patents with 853,638 reactions. Predict the reaction yield, written as a fraction of the theoretical maximum amount of product (1.0 means a 100% yield; for example, 0.34 means a 34% yield). The catalyst is C(COC)OC.O.C1C=CC([P]([Pd]([P](C2C=CC=CC=2)(C2C=CC=CC=2)C2C=CC=CC=2)([P](C2C=CC=CC=2)(C2C=CC=CC=2)C2C=CC=CC=2)[P](C2C=CC=CC=2)(C2C=CC=CC=2)C2C=CC=CC=2)(C2C=CC=CC=2)C2C=CC=CC=2)=CC=1. The yield is 0.730. The reactants are [Cl:1][C:2]1[CH:3]=[C:4]2[C:8](=[CH:9][CH:10]=1)[NH:7][CH:6]=[C:5]2[CH2:11][CH2:12][NH:13][C:14](=[O:22])[C:15]1[CH:20]=[CH:19][CH:18]=[C:17](I)[CH:16]=1.[F:23][C:24]1[CH:29]=[CH:28][CH:27]=[CH:26][C:25]=1B(O)O.C(=O)([O-])[O-].[Na+].[Na+]. The product is [Cl:1][C:2]1[CH:3]=[C:4]2[C:8](=[CH:9][CH:10]=1)[NH:7][CH:6]=[C:5]2[CH2:11][CH2:12][NH:13][C:14]([C:15]1[CH:16]=[C:17]([C:25]2[CH:26]=[CH:27][CH:28]=[CH:29][C:24]=2[F:23])[CH:18]=[CH:19][CH:20]=1)=[O:22].